Task: Predict the product of the given reaction.. Dataset: Forward reaction prediction with 1.9M reactions from USPTO patents (1976-2016) (1) Given the reactants [OH:1][CH2:2][CH2:3][CH2:4][CH2:5][C:6]1[S:10][C:9]([C:11]([O:13][CH2:14][CH3:15])=[O:12])=[N:8][N:7]=1.CCN(C(C)C)C(C)C.[CH3:25][S:26](Cl)(=[O:28])=[O:27], predict the reaction product. The product is: [CH3:25][S:26]([O:1][CH2:2][CH2:3][CH2:4][CH2:5][C:6]1[S:10][C:9]([C:11]([O:13][CH2:14][CH3:15])=[O:12])=[N:8][N:7]=1)(=[O:28])=[O:27]. (2) Given the reactants S[C:2]1[O:3][C:4]2[CH:10]=[C:9]([OH:11])[CH:8]=[CH:7][C:5]=2[N:6]=1.CN(C=O)C.S(Cl)([Cl:19])=O, predict the reaction product. The product is: [Cl:19][C:2]1[O:3][C:4]2[CH:10]=[C:9]([OH:11])[CH:8]=[CH:7][C:5]=2[N:6]=1. (3) The product is: [Cl:22][C:23]1[CH:28]=[CH:27][C:26]([C:2]2[C:3]([C:16]3[CH:21]=[CH:20][CH:19]=[CH:18][CH:17]=3)=[N:4][C:5]3[C:10]([N:11]=2)=[CH:9][C:8]([C:12]([OH:14])=[O:13])=[CH:7][CH:6]=3)=[CH:25][CH:24]=1. Given the reactants Br[C:2]1[C:3]([C:16]2[CH:21]=[CH:20][CH:19]=[CH:18][CH:17]=2)=[N:4][C:5]2[C:10]([N:11]=1)=[CH:9][C:8]([C:12]([O:14]C)=[O:13])=[CH:7][CH:6]=2.[Cl:22][C:23]1[CH:28]=[CH:27][C:26](B(O)O)=[CH:25][CH:24]=1, predict the reaction product. (4) Given the reactants Cl[C:2]1[C:11]2[C:6](=[CH:7][C:8]([O:12][CH3:13])=[CH:9][CH:10]=2)[CH:5]=[C:4]([NH:14][C:15]2[CH:19]=[CH:18][NH:17][N:16]=2)[N:3]=1.[C:20]1([CH2:26][OH:27])[CH:25]=[CH:24][CH:23]=[CH:22][CH:21]=1, predict the reaction product. The product is: [CH2:26]([O:27][C:2]1[C:11]2[C:6](=[CH:7][C:8]([O:12][CH3:13])=[CH:9][CH:10]=2)[CH:5]=[C:4]([NH:14][C:15]2[CH:19]=[CH:18][NH:17][N:16]=2)[N:3]=1)[C:20]1[CH:25]=[CH:24][CH:23]=[CH:22][CH:21]=1. (5) Given the reactants [Cl:1][C:2]1[CH:3]=[C:4]2[N:25]=[C:24]([O:26][C@H:27]3[C@H:31]4[O:32][CH2:33][C@@H:34]([OH:35])[C@H:30]4[O:29][CH2:28]3)[N:23]([CH2:36][O:37][CH2:38][CH2:39][Si:40]([CH3:43])([CH3:42])[CH3:41])[C:5]2=[N:6][C:7]=1[C:8]1[CH:13]=[CH:12][C:11](B2OC(C)(C)C(C)(C)O2)=[CH:10][CH:9]=1.Br[C:45]1[CH:50]=[CH:49][C:48]([S:51](=[N:56][CH3:57])([N:53]([CH3:55])[CH3:54])=[O:52])=[CH:47][CH:46]=1, predict the reaction product. The product is: [OH:35][C@H:34]1[C@H:30]2[O:29][CH2:28][C@@H:27]([O:26][C:24]3[N:23]([CH2:36][O:37][CH2:38][CH2:39][Si:40]([CH3:41])([CH3:42])[CH3:43])[C:5]4=[N:6][C:7]([C:8]5[CH:13]=[CH:12][C:11]([C:45]6[CH:46]=[CH:47][C:48]([S:51](=[N:56][CH3:57])([N:53]([CH3:54])[CH3:55])=[O:52])=[CH:49][CH:50]=6)=[CH:10][CH:9]=5)=[C:2]([Cl:1])[CH:3]=[C:4]4[N:25]=3)[C@H:31]2[O:32][CH2:33]1. (6) Given the reactants [CH2:1]([N:8]=[C:9]=[O:10])[CH2:2][CH2:3][CH2:4][CH2:5][CH2:6][CH3:7].[CH3:11][C:12](=[CH:18][C:19]1[CH:24]=[CH:23][C:22]([C:25]2[CH:30]=[CH:29][CH:28]=[C:27]([NH:31][CH3:32])[CH:26]=2)=[CH:21][CH:20]=1)[C:13]([O:15][CH2:16][CH3:17])=[O:14].C(N(CC)CC)C.O, predict the reaction product. The product is: [CH2:1]([NH:8][C:9](=[O:10])[N:31]([C:27]1[CH:26]=[C:25]([C:22]2[CH:23]=[CH:24][C:19](/[CH:18]=[C:12](\[CH3:11])/[C:13]([O:15][CH2:16][CH3:17])=[O:14])=[CH:20][CH:21]=2)[CH:30]=[CH:29][CH:28]=1)[CH3:32])[CH2:2][CH2:3][CH2:4][CH2:5][CH2:6][CH3:7]. (7) Given the reactants [I:1][C:2]1[CH:3]=[C:4]([C:8]2(O)[CH2:11][O:10][CH2:9]2)[CH:5]=[CH:6][CH:7]=1.COCCN(S(F)(F)[F:23])CCOC.[NH4+].[Cl-], predict the reaction product. The product is: [F:23][C:8]1([C:4]2[CH:5]=[CH:6][CH:7]=[C:2]([I:1])[CH:3]=2)[CH2:11][O:10][CH2:9]1. (8) The product is: [C:1]1([C:7]2[N:12]=[CH:11][C:10]([C:13]3[NH:17][C:16]([CH2:18][CH2:19][C:20]4[CH:21]=[N:22][CH:23]=[CH:24][CH:25]=4)=[N:15][CH:14]=3)=[CH:9][N:8]=2)[CH:2]=[CH:3][CH:4]=[CH:5][CH:6]=1. Given the reactants [C:1]1([C:7]2[N:12]=[CH:11][C:10]([C:13]3[NH:17][C:16](/[CH:18]=[CH:19]/[C:20]4[CH:21]=[N:22][CH:23]=[CH:24][CH:25]=4)=[N:15][CH:14]=3)=[CH:9][N:8]=2)[CH:6]=[CH:5][CH:4]=[CH:3][CH:2]=1, predict the reaction product. (9) Given the reactants [Si]([O:8][CH:9]([C:22]1[O:23][C:24]([C:27]2[CH:32]=[CH:31][C:30]([S:33]([NH2:36])(=[O:35])=[O:34])=[CH:29][CH:28]=2)=[CH:25][N:26]=1)[CH2:10][CH2:11][CH2:12][CH2:13][CH2:14][CH2:15][C:16]1[CH:21]=[CH:20][CH:19]=[CH:18][CH:17]=1)(C(C)(C)C)(C)C.[Si](OC(C1OC([Sn](CCCC)(CCCC)CCCC)=CN=1)CCCCCCC1C=CC=CC=1)(C(C)(C)C)(C)C.BrC1C=CC(S(N)(=O)=O)=CC=1, predict the reaction product. The product is: [C:16]1([CH2:15][CH2:14][CH2:13][CH2:12][CH2:11][CH2:10][C:9]([C:22]2[O:23][C:24]([C:27]3[CH:32]=[CH:31][C:30]([S:33]([NH2:36])(=[O:35])=[O:34])=[CH:29][CH:28]=3)=[CH:25][N:26]=2)=[O:8])[CH:21]=[CH:20][CH:19]=[CH:18][CH:17]=1. (10) Given the reactants [NH2:1][C:2]1[CH:7]=[CH:6][C:5]([C:8]2[CH:13]=[CH:12][CH:11]=[C:10]([Cl:14])[CH:9]=2)=[CH:4][C:3]=1[C:15]([CH:17]1[CH2:19][CH2:18]1)=[O:16].[CH3:20][Mg]Br, predict the reaction product. The product is: [NH2:1][C:2]1[CH:7]=[CH:6][C:5]([C:8]2[CH:13]=[CH:12][CH:11]=[C:10]([Cl:14])[CH:9]=2)=[CH:4][C:3]=1[C:15]([CH:17]1[CH2:18][CH2:19]1)([OH:16])[CH3:20].